This data is from Catalyst prediction with 721,799 reactions and 888 catalyst types from USPTO. The task is: Predict which catalyst facilitates the given reaction. (1) Reactant: [NH2:1][C:2]1[CH:7]=[CH:6][CH:5]=[CH:4][C:3]=1[NH:8][C:9]([C@@H:11]1[CH2:15][CH2:14][CH2:13][N:12]1[C:16]1[N:21]=[CH:20][C:19]([C:22]([O:24][CH2:25][CH3:26])=[O:23])=[CH:18][N:17]=1)=O. Product: [NH:8]1[C:3]2[CH:4]=[CH:5][CH:6]=[CH:7][C:2]=2[N:1]=[C:9]1[C@@H:11]1[CH2:15][CH2:14][CH2:13][N:12]1[C:16]1[N:21]=[CH:20][C:19]([C:22]([O:24][CH2:25][CH3:26])=[O:23])=[CH:18][N:17]=1. The catalyst class is: 52. (2) Reactant: [CH3:1][C:2]1[CH:7]=[CH:6][C:5]([C:8]2[O:9][C:10]([CH3:13])=[N:11][N:12]=2)=[CH:4][C:3]=1[C:14]1[CH:19]=[CH:18][C:17]([C:20]([OH:22])=O)=[CH:16][CH:15]=1.[NH2:23][CH2:24][CH2:25][CH2:26][OH:27].Cl.CN(C)CCCN=C=NCC.ON1C2C=CC=CC=2N=N1. Product: [OH:27][CH2:26][CH2:25][CH2:24][NH:23][C:20]([C:17]1[CH:16]=[CH:15][C:14]([C:3]2[CH:4]=[C:5]([C:8]3[O:9][C:10]([CH3:13])=[N:11][N:12]=3)[CH:6]=[CH:7][C:2]=2[CH3:1])=[CH:19][CH:18]=1)=[O:22]. The catalyst class is: 34. (3) Product: [F:37][C:20]1[CH:21]=[CH:22][C:23]([C:25]2[CH:26]=[N:27][CH:28]=[C:29]([C:31]3[CH:35]=[C:34]([CH3:36])[NH:33][N:32]=3)[CH:30]=2)=[CH:24][C:19]=1[C@:15]1([CH2:17][F:18])[CH2:14][C@@H:13]([C:38]([F:41])([F:39])[F:40])[O:12][C:11]([NH2:10])=[N:16]1. The catalyst class is: 4. Reactant: COC1C=CC(C(C2C=CC(OC)=CC=2)(C2C=CC=CC=2)[NH:10][C:11]2[O:12][C@H:13]([C:38]([F:41])([F:40])[F:39])[CH2:14][C@:15]([C:19]3[CH:24]=[C:23]([C:25]4[CH:26]=[N:27][CH:28]=[C:29]([C:31]5[CH:35]=[C:34]([CH3:36])[NH:33][N:32]=5)[CH:30]=4)[CH:22]=[CH:21][C:20]=3[F:37])([CH2:17][F:18])[N:16]=2)=CC=1.FC(F)(F)C(O)=O. (4) The catalyst class is: 3. Product: [NH4+:4].[OH-:6].[C:29]([C:28]1[CH:27]=[CH:26][C:25]([NH:24][CH2:23][CH2:22][CH2:21][N:14]2[CH2:15][CH:16]3[O:20][CH:12]([CH2:19][N:18]([CH2:2][CH2:3][NH:4][C:5](=[O:11])[O:6][C:7]([CH3:10])([CH3:9])[CH3:8])[CH2:17]3)[CH2:13]2)=[CH:32][CH:31]=1)#[N:30]. Reactant: Br[CH2:2][CH2:3][NH:4][C:5](=[O:11])[O:6][C:7]([CH3:10])([CH3:9])[CH3:8].[CH:12]12[O:20][CH:16]([CH2:17][NH:18][CH2:19]1)[CH2:15][N:14]([CH2:21][CH2:22][CH2:23][NH:24][C:25]1[CH:32]=[CH:31][C:28]([C:29]#[N:30])=[CH:27][CH:26]=1)[CH2:13]2.C(N(CC)CC)C. (5) Reactant: [CH3:1][O:2][C:3]1[C:4]([OH:20])=[C:5]([C:9]2[N:13]([C:14]3[CH:19]=[CH:18][CH:17]=[CH:16][CH:15]=3)[N:12]=[CH:11][CH:10]=2)[N:6]=[N:7][CH:8]=1.F[C:22]1[CH:27]=[CH:26][CH:25]=[CH:24][N:23]=1.C(=O)([O-])[O-].[Cs+].[Cs+].Cl. Product: [CH3:1][O:2][C:3]1[C:4](=[O:20])[C:5]([C:9]2[N:13]([C:14]3[CH:19]=[CH:18][CH:17]=[CH:16][CH:15]=3)[N:12]=[CH:11][CH:10]=2)=[N:6][N:7]([C:22]2[CH:27]=[CH:26][CH:25]=[CH:24][N:23]=2)[CH:8]=1. The catalyst class is: 37. (6) Reactant: [CH2:1]([NH:3][CH2:4][CH3:5])[CH3:2].C(O[BH-](OC(=O)C)OC(=O)C)(=O)C.[Na+].[Br:20][C:21]1[C:22]([CH:32]=O)=[C:23]([CH:29]=[CH:30][CH:31]=1)[C:24]([O:26][CH2:27][CH3:28])=[O:25]. Product: [Br:20][C:21]1[C:22]([CH2:32][N:3]([CH2:4][CH3:5])[CH2:1][CH3:2])=[C:23]([CH:29]=[CH:30][CH:31]=1)[C:24]([O:26][CH2:27][CH3:28])=[O:25]. The catalyst class is: 26. (7) Product: [CH3:26][C:16]1[CH:21]=[CH:20][C:19]([S:22]([O:1][CH2:2][CH:3]2[CH2:8][CH2:7][N:6]([C:9]([O:11][C:12]([CH3:15])([CH3:14])[CH3:13])=[O:10])[CH2:5][CH2:4]2)(=[O:24])=[O:23])=[CH:18][CH:17]=1. Reactant: [OH:1][CH2:2][CH:3]1[CH2:8][CH2:7][N:6]([C:9]([O:11][C:12]([CH3:15])([CH3:14])[CH3:13])=[O:10])[CH2:5][CH2:4]1.[C:16]1([CH3:26])[CH:21]=[CH:20][C:19]([S:22](Cl)(=[O:24])=[O:23])=[CH:18][CH:17]=1.C(N(CC)CC)C. The catalyst class is: 4.